This data is from Full USPTO retrosynthesis dataset with 1.9M reactions from patents (1976-2016). The task is: Predict the reactants needed to synthesize the given product. (1) Given the product [CH2:1]([C:4]1[S:28][C:7]2[N:8]=[C:9]([C:25](=[S:38])[NH2:27])[N:10]=[C:11]([N:12]3[CH2:17][CH2:16][N:15]4[C:18]([C:21]([F:24])([F:23])[F:22])=[N:19][N:20]=[C:14]4[CH2:13]3)[C:6]=2[CH:5]=1)[CH2:2][CH3:3], predict the reactants needed to synthesize it. The reactants are: [CH2:1]([C:4]1[S:28][C:7]2[N:8]=[C:9]([C:25]([NH2:27])=O)[N:10]=[C:11]([N:12]3[CH2:17][CH2:16][N:15]4[C:18]([C:21]([F:24])([F:23])[F:22])=[N:19][N:20]=[C:14]4[CH2:13]3)[C:6]=2[CH:5]=1)[CH2:2][CH3:3].COC1C=CC(P2(SP(C3C=CC(OC)=CC=3)(=S)S2)=[S:38])=CC=1. (2) Given the product [CH2:1]([S:5][C:6]1[CH:14]=[CH:13][C:12]([S:15]([CH3:18])(=[O:17])=[O:16])=[CH:11][C:7]=1[C:8]([N:30]1[CH2:31][CH2:32][N:27]([C:25]2[S:26][C:22]([C:21]([F:34])([F:20])[F:33])=[CH:23][N:24]=2)[CH2:28][CH2:29]1)=[O:10])[CH:2]([CH3:3])[CH3:4], predict the reactants needed to synthesize it. The reactants are: [CH2:1]([S:5][C:6]1[CH:14]=[CH:13][C:12]([S:15]([CH3:18])(=[O:17])=[O:16])=[CH:11][C:7]=1[C:8]([OH:10])=O)[CH:2]([CH3:4])[CH3:3].Cl.[F:20][C:21]([F:34])([F:33])[C:22]1[S:26][C:25]([N:27]2[CH2:32][CH2:31][NH:30][CH2:29][CH2:28]2)=[N:24][CH:23]=1. (3) The reactants are: [N+:1]([C:4]1[N:8]([CH3:9])[C:7]([C:10]#[N:11])=[CH:6][CH:5]=1)([O-])=O.[H][H]. Given the product [NH2:1][C:4]1[N:8]([CH3:9])[C:7]([C:10]#[N:11])=[CH:6][CH:5]=1, predict the reactants needed to synthesize it. (4) Given the product [CH3:1][O:2][C:3]1[CH:4]=[C:5]([CH:21]=[CH:22][C:23]=1[O:24][CH3:25])[CH2:6][CH:7]1[C:16]2[C:11](=[CH:12][C:13]([O:19][CH3:20])=[C:14]([O:17][CH3:18])[CH:15]=2)[CH2:10][CH2:9][N:8]1[CH2:27][C:28]([NH:38][CH2:37][C:36]1[CH:39]=[CH:40][C:33]([O:32][CH3:31])=[CH:34][CH:35]=1)=[O:29], predict the reactants needed to synthesize it. The reactants are: [CH3:1][O:2][C:3]1[CH:4]=[C:5]([CH:21]=[CH:22][C:23]=1[O:24][CH3:25])[CH2:6][CH:7]1[C:16]2[C:11](=[CH:12][C:13]([O:19][CH3:20])=[C:14]([O:17][CH3:18])[CH:15]=2)[CH2:10][CH2:9][NH:8]1.Br[CH2:27][C:28](Br)=[O:29].[CH3:31][O:32][C:33]1[CH:40]=[CH:39][C:36]([CH2:37][NH2:38])=[CH:35][CH:34]=1. (5) Given the product [C:2]([C:4]1[CH:5]=[C:6]([S:10]([NH2:1])(=[O:12])=[O:11])[CH:7]=[CH:8][CH:9]=1)#[N:3], predict the reactants needed to synthesize it. The reactants are: [NH3:1].[C:2]([C:4]1[CH:5]=[C:6]([S:10](Cl)(=[O:12])=[O:11])[CH:7]=[CH:8][CH:9]=1)#[N:3]. (6) The reactants are: [C:1]1([CH:7]2[CH2:11][CH2:10][N:9]([C:12]([C:14]3[CH:15]=[N:16][O:17][C:18]=3[C:19]3[CH:24]=[CH:23][C:22](I)=[CH:21][CH:20]=3)=[O:13])[CH2:8]2)[CH:6]=[CH:5][CH:4]=[CH:3][CH:2]=1.[Cu][C:27]#[N:28]. Given the product [C:1]1([CH:7]2[CH2:11][CH2:10][N:9]([C:12]([C:14]3[CH:15]=[N:16][O:17][C:18]=3[C:19]3[CH:24]=[CH:23][C:22]([C:27]#[N:28])=[CH:21][CH:20]=3)=[O:13])[CH2:8]2)[CH:6]=[CH:5][CH:4]=[CH:3][CH:2]=1, predict the reactants needed to synthesize it. (7) The reactants are: [F:1][C:2]1[C:3]([CH:8](C(OCC)=O)[C:9]([O:11][CH2:12][CH3:13])=[O:10])=[N:4][CH:5]=[CH:6][CH:7]=1.CS(C)=O.[Cl-].[Na+]. Given the product [F:1][C:2]1[C:3]([CH2:8][C:9]([O:11][CH2:12][CH3:13])=[O:10])=[N:4][CH:5]=[CH:6][CH:7]=1, predict the reactants needed to synthesize it. (8) The reactants are: [C:1]([O:5][C:6]([N:8]1[CH2:12][CH:11]([C:13]2[CH:18]=[CH:17][CH:16]=[CH:15][CH:14]=2)[CH2:10][C@H:9]1[C:19]#[N:20])=[O:7])([CH3:4])([CH3:3])[CH3:2].[NH2:21][OH:22]. Given the product [OH:22][N:21]=[C:19]([C@@H:9]1[CH2:10][C@H:11]([C:13]2[CH:14]=[CH:15][CH:16]=[CH:17][CH:18]=2)[CH2:12][N:8]1[C:6]([O:5][C:1]([CH3:4])([CH3:3])[CH3:2])=[O:7])[NH2:20], predict the reactants needed to synthesize it. (9) Given the product [Cl:1][C:2]1[N:6]2[CH2:7][CH2:8][N:9]([C:44]([C:43]3[CH:47]=[CH:48][C:49]([Cl:51])=[CH:50][C:42]=3[Cl:41])=[O:45])[CH2:10][C:5]2=[N:4][CH:3]=1, predict the reactants needed to synthesize it. The reactants are: [Cl:1][C:2]1[N:6]2[CH2:7][CH2:8][NH:9][CH2:10][C:5]2=[N:4][CH:3]=1.CCN(CC1C=CC=CC=1)CC.C=CC1C=CC=CC=1.C=CC1C=CC(C=C)=CC=1.[Cl:41][C:42]1[CH:50]=[C:49]([Cl:51])[CH:48]=[CH:47][C:43]=1[C:44](Cl)=[O:45].